This data is from NCI-60 drug combinations with 297,098 pairs across 59 cell lines. The task is: Regression. Given two drug SMILES strings and cell line genomic features, predict the synergy score measuring deviation from expected non-interaction effect. (1) Drug 1: CCC1(CC2CC(C3=C(CCN(C2)C1)C4=CC=CC=C4N3)(C5=C(C=C6C(=C5)C78CCN9C7C(C=CC9)(C(C(C8N6C=O)(C(=O)OC)O)OC(=O)C)CC)OC)C(=O)OC)O.OS(=O)(=O)O. Drug 2: CNC(=O)C1=NC=CC(=C1)OC2=CC=C(C=C2)NC(=O)NC3=CC(=C(C=C3)Cl)C(F)(F)F. Cell line: KM12. Synergy scores: CSS=5.63, Synergy_ZIP=-1.11, Synergy_Bliss=-1.47, Synergy_Loewe=2.63, Synergy_HSA=-1.83. (2) Drug 1: CCC1(CC2CC(C3=C(CCN(C2)C1)C4=CC=CC=C4N3)(C5=C(C=C6C(=C5)C78CCN9C7C(C=CC9)(C(C(C8N6C=O)(C(=O)OC)O)OC(=O)C)CC)OC)C(=O)OC)O.OS(=O)(=O)O. Drug 2: CC1C(C(CC(O1)OC2CC(CC3=C2C(=C4C(=C3O)C(=O)C5=C(C4=O)C(=CC=C5)OC)O)(C(=O)CO)O)N)O.Cl. Cell line: SF-539. Synergy scores: CSS=41.5, Synergy_ZIP=0.507, Synergy_Bliss=1.84, Synergy_Loewe=3.59, Synergy_HSA=3.37. (3) Cell line: RPMI-8226. Synergy scores: CSS=19.6, Synergy_ZIP=9.51, Synergy_Bliss=12.5, Synergy_Loewe=4.32, Synergy_HSA=5.30. Drug 2: CC1=CC2C(CCC3(C2CCC3(C(=O)C)OC(=O)C)C)C4(C1=CC(=O)CC4)C. Drug 1: CC1=C(C=C(C=C1)NC2=NC=CC(=N2)N(C)C3=CC4=NN(C(=C4C=C3)C)C)S(=O)(=O)N.Cl. (4) Drug 1: CC12CCC3C(C1CCC2O)C(CC4=C3C=CC(=C4)O)CCCCCCCCCS(=O)CCCC(C(F)(F)F)(F)F. Drug 2: C1C(C(OC1N2C=NC(=NC2=O)N)CO)O. Cell line: OVCAR-4. Synergy scores: CSS=15.3, Synergy_ZIP=-1.15, Synergy_Bliss=1.29, Synergy_Loewe=-9.11, Synergy_HSA=0.336. (5) Drug 1: CCCCC(=O)OCC(=O)C1(CC(C2=C(C1)C(=C3C(=C2O)C(=O)C4=C(C3=O)C=CC=C4OC)O)OC5CC(C(C(O5)C)O)NC(=O)C(F)(F)F)O. Drug 2: CN(C(=O)NC(C=O)C(C(C(CO)O)O)O)N=O. Cell line: NCI-H522. Synergy scores: CSS=28.6, Synergy_ZIP=-2.41, Synergy_Bliss=-4.54, Synergy_Loewe=-47.6, Synergy_HSA=-4.93. (6) Drug 1: CCC1(CC2CC(C3=C(CCN(C2)C1)C4=CC=CC=C4N3)(C5=C(C=C6C(=C5)C78CCN9C7C(C=CC9)(C(C(C8N6C=O)(C(=O)OC)O)OC(=O)C)CC)OC)C(=O)OC)O.OS(=O)(=O)O. Drug 2: C(=O)(N)NO. Cell line: NCI-H522. Synergy scores: CSS=1.43, Synergy_ZIP=-0.459, Synergy_Bliss=-1.02, Synergy_Loewe=-0.373, Synergy_HSA=-1.14. (7) Drug 1: C1=CC(=CC=C1CCC2=CNC3=C2C(=O)NC(=N3)N)C(=O)NC(CCC(=O)O)C(=O)O. Drug 2: COC1=CC(=CC(=C1O)OC)C2C3C(COC3=O)C(C4=CC5=C(C=C24)OCO5)OC6C(C(C7C(O6)COC(O7)C8=CC=CS8)O)O. Cell line: MCF7. Synergy scores: CSS=30.8, Synergy_ZIP=-12.0, Synergy_Bliss=-13.5, Synergy_Loewe=-4.97, Synergy_HSA=-2.93. (8) Drug 1: C1CCC(C1)C(CC#N)N2C=C(C=N2)C3=C4C=CNC4=NC=N3. Drug 2: C1CNP(=O)(OC1)N(CCCl)CCCl. Cell line: TK-10. Synergy scores: CSS=8.50, Synergy_ZIP=-3.05, Synergy_Bliss=-0.450, Synergy_Loewe=-0.693, Synergy_HSA=-0.644. (9) Drug 1: CNC(=O)C1=CC=CC=C1SC2=CC3=C(C=C2)C(=NN3)C=CC4=CC=CC=N4. Drug 2: CC12CCC(CC1=CCC3C2CCC4(C3CC=C4C5=CN=CC=C5)C)O. Cell line: T-47D. Synergy scores: CSS=7.13, Synergy_ZIP=-2.03, Synergy_Bliss=3.15, Synergy_Loewe=-0.795, Synergy_HSA=1.90. (10) Drug 1: CC1=C2C(C(=O)C3(C(CC4C(C3C(C(C2(C)C)(CC1OC(=O)C(C(C5=CC=CC=C5)NC(=O)OC(C)(C)C)O)O)OC(=O)C6=CC=CC=C6)(CO4)OC(=O)C)OC)C)OC. Drug 2: C1CCC(C(C1)N)N.C(=O)(C(=O)[O-])[O-].[Pt+4]. Cell line: SF-539. Synergy scores: CSS=62.6, Synergy_ZIP=9.86, Synergy_Bliss=9.85, Synergy_Loewe=-2.85, Synergy_HSA=12.4.